This data is from Forward reaction prediction with 1.9M reactions from USPTO patents (1976-2016). The task is: Predict the product of the given reaction. (1) Given the reactants C(N(CC)CC)C.[C:8](OC(=O)C)(=[O:10])[CH3:9].[C:15]([C:18]([CH3:55])([CH3:54])[CH2:19][NH:20][C:21](=[O:53])[C@H:22]([CH:50]([CH3:52])[CH3:51])[CH2:23][C@H:24]([OH:49])[C@@H:25]([N:46]=[N+:47]=[N-:48])[CH2:26][C@H:27]([CH2:31][C:32]1[CH:37]=[CH:36][C:35]([O:38][CH3:39])=[C:34]([O:40][CH2:41][CH2:42][CH2:43][O:44][CH3:45])[CH:33]=1)[CH:28]([CH3:30])[CH3:29])(=[O:17])[NH2:16].O, predict the reaction product. The product is: [N:46]([C@@H:25]([CH2:26][C@H:27]([CH2:31][C:32]1[CH:37]=[CH:36][C:35]([O:38][CH3:39])=[C:34]([O:40][CH2:41][CH2:42][CH2:43][O:44][CH3:45])[CH:33]=1)[CH:28]([CH3:29])[CH3:30])[C@@H:24]([O:49][C:8](=[O:10])[CH3:9])[CH2:23][C@H:22]([C:21](=[O:53])[NH:20][CH2:19][C:18]([C:15](=[O:17])[NH2:16])([CH3:55])[CH3:54])[CH:50]([CH3:51])[CH3:52])=[N+:47]=[N-:48]. (2) Given the reactants [OH-].[Na+].Cl[C:4]1[C:9]([N:10]([CH3:35])[C:11]([C:13]2[C:14]([NH:32][CH2:33][CH3:34])=[N:15][CH:16]=[C:17]([CH2:19][CH2:20][O:21][C:22]3[C:31]4[C:26](=[CH:27][CH:28]=[CH:29][CH:30]=4)[N:25]=[CH:24][CH:23]=3)[CH:18]=2)=[O:12])=[CH:8][CH:7]=[CH:6][N:5]=1, predict the reaction product. The product is: [CH2:33]([N:32]1[C:14]2[N:15]=[CH:16][C:17]([CH2:19][CH2:20][O:21][C:22]3[C:31]4[C:26](=[CH:27][CH:28]=[CH:29][CH:30]=4)[N:25]=[CH:24][CH:23]=3)=[CH:18][C:13]=2[C:11](=[O:12])[N:10]([CH3:35])[C:9]2[CH:8]=[CH:7][CH:6]=[N:5][C:4]1=2)[CH3:34].